Task: Predict the product of the given reaction.. Dataset: Forward reaction prediction with 1.9M reactions from USPTO patents (1976-2016) (1) Given the reactants [CH3:1][C@@H:2]1[NH:8][C:7]2[CH:9]=[CH:10][CH:11]=[CH:12][C:6]=2[NH:5][C:4](=[O:13])[C@H:3]1[NH:14][C:15](=[O:21])[O:16][C:17]([CH3:20])([CH3:19])[CH3:18].N1C=CC=CC=1.[O:28]1[CH2:33][CH2:32][CH:31]([C:34](Cl)=[O:35])[CH2:30][CH2:29]1, predict the reaction product. The product is: [CH3:1][C@@H:2]1[N:8]([C:34]([CH:31]2[CH2:32][CH2:33][O:28][CH2:29][CH2:30]2)=[O:35])[C:7]2[CH:9]=[CH:10][CH:11]=[CH:12][C:6]=2[NH:5][C:4](=[O:13])[C@H:3]1[NH:14][C:15](=[O:21])[O:16][C:17]([CH3:20])([CH3:19])[CH3:18]. (2) Given the reactants [C:1]([NH:7][NH:8]C(OC(C)(C)C)=O)(=[O:6])[C:2]([CH3:5])([CH3:4])[CH3:3].[ClH:16], predict the reaction product. The product is: [ClH:16].[C:1]([NH:7][NH2:8])(=[O:6])[C:2]([CH3:5])([CH3:4])[CH3:3]. (3) Given the reactants [CH3:1][O:2][C:3]1[CH:4]=[C:5](/[CH:9]=[CH:10]/[C:11]2[N:16]=[C:15](O)[CH:14]=[C:13]([CH3:18])[N:12]=2)[CH:6]=[CH:7][CH:8]=1.O=P(Cl)(Cl)[Cl:21], predict the reaction product. The product is: [Cl:21][C:15]1[CH:14]=[C:13]([CH3:18])[N:12]=[C:11](/[CH:10]=[CH:9]/[C:5]2[CH:6]=[CH:7][CH:8]=[C:3]([O:2][CH3:1])[CH:4]=2)[N:16]=1. (4) Given the reactants [F:1][C:2]1[CH:3]=[CH:4][C:5]([CH3:34])=[C:6]([CH2:8][CH:9]([NH:11][C:12]2[CH:17]=[CH:16][NH:15][C:14](=[O:18])[C:13]=2[C:19]2[NH:33][C:22]3=[CH:23][C:24]4[C:25](=[O:32])[N:26]([CH3:31])[C:27](=O)[C:28]=4[CH:29]=[C:21]3[N:20]=2)[CH3:10])[CH:7]=1, predict the reaction product. The product is: [F:1][C:2]1[CH:3]=[CH:4][C:5]([CH3:34])=[C:6]([CH2:8][CH:9]([NH:11][C:12]2[CH:17]=[CH:16][NH:15][C:14](=[O:18])[C:13]=2[C:19]2[NH:20][C:21]3=[CH:29][C:28]4[CH2:27][N:26]([CH3:31])[C:25](=[O:32])[C:24]=4[CH:23]=[C:22]3[N:33]=2)[CH3:10])[CH:7]=1. (5) Given the reactants [F:1][C:2]1([F:14])[CH2:7][C:6]([C:8]([O:10][CH2:11][CH3:12])=[O:9])=[C:5](O)[CH2:4][CH2:3]1.[CH2:15]([NH2:22])[C:16]1[CH:21]=[CH:20][CH:19]=[CH:18][CH:17]=1, predict the reaction product. The product is: [CH2:15]([NH:22][C:5]1[CH2:4][CH2:3][C:2]([F:14])([F:1])[CH2:7][C:6]=1[C:8]([O:10][CH2:11][CH3:12])=[O:9])[C:16]1[CH:21]=[CH:20][CH:19]=[CH:18][CH:17]=1. (6) The product is: [Br:14][CH:15]([CH2:19][CH3:20])[C:16]([NH:1][C:2]([CH3:6])([CH3:5])[CH2:3][OH:4])=[O:17]. Given the reactants [NH2:1][C:2]([CH3:6])([CH3:5])[CH2:3][OH:4].C(N(CC)CC)C.[Br:14][CH:15]([CH2:19][CH3:20])[C:16](Br)=[O:17], predict the reaction product. (7) Given the reactants [C:1]([O:5][C:6]([N:8]1[CH2:11][CH:10]([C:12]([OH:14])=O)[CH2:9]1)=[O:7])([CH3:4])([CH3:3])[CH3:2].CN(C(ON1N=NC2C=CC=CC1=2)=[N+](C)C)C.F[P-](F)(F)(F)(F)F.CCN(C(C)C)C(C)C.[NH2:48][C:49]1[S:50][C:51]2[CH:57]=[C:56]([O:58][S:59]([C:62]3[CH:67]=[CH:66][C:65]([NH:68][CH2:69][CH2:70][N:71]([CH:75]([CH3:77])[CH3:76])[CH:72]([CH3:74])[CH3:73])=[CH:64][CH:63]=3)(=[O:61])=[O:60])[CH:55]=[CH:54][C:52]=2[N:53]=1, predict the reaction product. The product is: [C:1]([O:5][C:6]([N:8]1[CH2:9][CH:10]([C:12](=[O:14])[NH:48][C:49]2[S:50][C:51]3[CH:57]=[C:56]([O:58][S:59]([C:62]4[CH:67]=[CH:66][C:65]([NH:68][CH2:69][CH2:70][N:71]([CH:75]([CH3:77])[CH3:76])[CH:72]([CH3:73])[CH3:74])=[CH:64][CH:63]=4)(=[O:61])=[O:60])[CH:55]=[CH:54][C:52]=3[N:53]=2)[CH2:11]1)=[O:7])([CH3:2])([CH3:3])[CH3:4]. (8) Given the reactants [O:1]=[C:2]1[NH:7][C:6]2[CH:8]=[C:9]([C:12]([OH:14])=O)[CH:10]=[CH:11][C:5]=2[S:4][CH2:3]1.[CH3:15][O:16][C:17]1[CH:18]=[C:19]2[C:28](=[CH:29][CH:30]=1)[N:27]=[CH:26][C:25]1[O:24][CH2:23][CH:22]([N:31]3[CH2:36][CH2:35][CH:34]([NH2:37])[CH2:33][CH2:32]3)[CH2:21][C:20]2=1.ON1C2C=CC=CC=2N=N1.Cl.CN(C)CCCN=C=NCC.C(N(CC)C(C)C)(C)C, predict the reaction product. The product is: [CH3:15][O:16][C:17]1[CH:18]=[C:19]2[C:28](=[CH:29][CH:30]=1)[N:27]=[CH:26][C:25]1[O:24][CH2:23][CH:22]([N:31]3[CH2:32][CH2:33][CH:34]([NH:37][C:12]([C:9]4[CH:10]=[CH:11][C:5]5[S:4][CH2:3][C:2](=[O:1])[NH:7][C:6]=5[CH:8]=4)=[O:14])[CH2:35][CH2:36]3)[CH2:21][C:20]2=1. (9) Given the reactants [S:1]1[C:5]2[CH:6]=[CH:7][CH:8]=[CH:9][C:4]=2[N:3]=[C:2]1[OH:10].C(=O)([O-])[O-].[K+].[K+].Br[CH2:18][C:19]([NH:21][CH2:22][CH2:23][CH2:24][N:25]([CH2:27][C:28]1[CH:33]=[CH:32][C:31]([Cl:34])=[C:30]([Cl:35])[CH:29]=1)[CH3:26])=[O:20], predict the reaction product. The product is: [S:1]1[C:5]2[CH:6]=[CH:7][CH:8]=[CH:9][C:4]=2[N:3]=[C:2]1[O:10][CH2:18][C:19]([NH:21][CH2:22][CH2:23][CH2:24][N:25]([CH2:27][C:28]1[CH:33]=[CH:32][C:31]([Cl:34])=[C:30]([Cl:35])[CH:29]=1)[CH3:26])=[O:20]. (10) Given the reactants [Cl:1][C:2]1[C:3]([C:33]2[C:41]3[C:36](=[CH:37][CH:38]=[CH:39][CH:40]=3)[N:35]([S:42]([C:45]3[CH:50]=[CH:49][CH:48]=[CH:47][CH:46]=3)(=[O:44])=[O:43])[CH:34]=2)=[N:4][C:5]([NH:8][C:9]2[CH:10]=[C:11]([N:15]([CH3:32])[C:16]([C:18]3[CH:23]=[CH:22][C:21]([NH:24]C(=O)OC(C)(C)C)=[CH:20][CH:19]=3)=[O:17])[CH:12]=[CH:13][CH:14]=2)=[N:6][CH:7]=1.C(O)(C(F)(F)F)=O, predict the reaction product. The product is: [NH2:24][C:21]1[CH:20]=[CH:19][C:18]([C:16]([N:15]([C:11]2[CH:12]=[CH:13][CH:14]=[C:9]([NH:8][C:5]3[N:4]=[C:3]([C:33]4[C:41]5[C:36](=[CH:37][CH:38]=[CH:39][CH:40]=5)[N:35]([S:42]([C:45]5[CH:46]=[CH:47][CH:48]=[CH:49][CH:50]=5)(=[O:43])=[O:44])[CH:34]=4)[C:2]([Cl:1])=[CH:7][N:6]=3)[CH:10]=2)[CH3:32])=[O:17])=[CH:23][CH:22]=1.